This data is from NCI-60 drug combinations with 297,098 pairs across 59 cell lines. The task is: Regression. Given two drug SMILES strings and cell line genomic features, predict the synergy score measuring deviation from expected non-interaction effect. (1) Drug 1: CCCS(=O)(=O)NC1=C(C(=C(C=C1)F)C(=O)C2=CNC3=C2C=C(C=N3)C4=CC=C(C=C4)Cl)F. Drug 2: CC1=C(C=C(C=C1)C(=O)NC2=CC(=CC(=C2)C(F)(F)F)N3C=C(N=C3)C)NC4=NC=CC(=N4)C5=CN=CC=C5. Cell line: SNB-19. Synergy scores: CSS=-2.34, Synergy_ZIP=3.48, Synergy_Bliss=2.47, Synergy_Loewe=-0.280, Synergy_HSA=-1.10. (2) Drug 1: CCN(CC)CCCC(C)NC1=C2C=C(C=CC2=NC3=C1C=CC(=C3)Cl)OC. Drug 2: C1CCC(C(C1)N)N.C(=O)(C(=O)[O-])[O-].[Pt+4]. Cell line: UO-31. Synergy scores: CSS=14.8, Synergy_ZIP=-1.31, Synergy_Bliss=3.43, Synergy_Loewe=-5.87, Synergy_HSA=0.788.